From a dataset of Full USPTO retrosynthesis dataset with 1.9M reactions from patents (1976-2016). Predict the reactants needed to synthesize the given product. Given the product [C:1]([C@H:5]1[CH2:6][CH2:7][C@H:8]([O:11][C:12]2[CH:13]=[C:14]3[C:19](=[CH:20][CH:21]=2)[N:18]=[C:17]([CH2:22][NH:23][CH2:24][CH2:25][C:27]([OH:29])=[O:28])[CH:16]=[C:15]3[CH:30]2[CH2:31][CH2:32]2)[CH2:9][CH2:10]1)([CH3:4])([CH3:2])[CH3:3], predict the reactants needed to synthesize it. The reactants are: [C:1]([C@H:5]1[CH2:10][CH2:9][C@H:8]([O:11][C:12]2[CH:13]=[C:14]3[C:19](=[CH:20][CH:21]=2)[N:18]=[C:17]([CH2:22][N:23]2C[CH:25]([C:27]([OH:29])=[O:28])[CH2:24]2)[CH:16]=[C:15]3[CH:30]2[CH2:32][CH2:31]2)[CH2:7][CH2:6]1)([CH3:4])([CH3:3])[CH3:2].C([C@H]1CC[C@H](OC2C=C3C(=CC=2)N=C(CNCCC(O)=O)C=C3C)CC1)(C)(C)C.